This data is from Catalyst prediction with 721,799 reactions and 888 catalyst types from USPTO. The task is: Predict which catalyst facilitates the given reaction. The catalyst class is: 2. Reactant: C(O[C:6]([N:8]1[CH2:13][CH2:12][C:11](=[C:14]([C:21]2[CH:26]=[CH:25][CH:24]=[CH:23][CH:22]=2)[C:15]2[O:16][C:17]([CH3:20])=[N:18][N:19]=2)[CH2:10][CH2:9]1)=[O:7])(C)(C)C.C(O)(C(F)(F)F)=O.Cl.[CH3:35][O:36][C:37]1[CH:45]=[N:44][C:43]([C:46]2[NH:47][C:48]([CH3:51])=[N:49][N:50]=2)=[C:42]2[C:38]=1[C:39]([C:52](=[O:56])C(O)=O)=[CH:40][NH:41]2.C(N(CC)CC)(C)C.C1N(P(Cl)(N2C(=O)OCC2)=O)C(=O)OC1. Product: [C:21]1([C:14](=[C:11]2[CH2:12][CH2:13][N:8]([C:6](=[O:7])[C:52]([C:39]3[C:38]4[C:42](=[C:43]([C:46]5[NH:47][C:48]([CH3:51])=[N:49][N:50]=5)[N:44]=[CH:45][C:37]=4[O:36][CH3:35])[NH:41][CH:40]=3)=[O:56])[CH2:9][CH2:10]2)[C:15]2[O:16][C:17]([CH3:20])=[N:18][N:19]=2)[CH:26]=[CH:25][CH:24]=[CH:23][CH:22]=1.